This data is from Full USPTO retrosynthesis dataset with 1.9M reactions from patents (1976-2016). The task is: Predict the reactants needed to synthesize the given product. (1) Given the product [CH2:20]([O:19][C:16]1[CH:17]=[C:18]2[C:13](=[CH:14][CH:15]=1)[NH:12][CH:11]=[C:10]2[CH:7]1[CH2:8][CH2:9][NH:4][CH2:5][CH2:6]1)[C:21]1[CH:26]=[CH:25][CH:24]=[CH:23][CH:22]=1, predict the reactants needed to synthesize it. The reactants are: C([N:4]1[CH2:9][CH2:8][CH:7]([C:10]2[C:18]3[C:13](=[CH:14][CH:15]=[C:16]([O:19][CH2:20][C:21]4[CH:26]=[CH:25][CH:24]=[CH:23][CH:22]=4)[CH:17]=3)[NH:12][CH:11]=2)[CH2:6][CH2:5]1)(=O)C.[OH-].[Na+].C(O)C. (2) Given the product [O:17]([C:14]1[CH:13]=[CH:12][C:11]([C:10]2[C:3]3[C:4](=[N:5][CH:6]=[N:7][C:2]=3[NH2:1])[N:8]([CH:24]3[CH2:29][CH2:28][CH2:27][NH:26][CH2:25]3)[N:9]=2)=[CH:16][CH:15]=1)[C:18]1[CH:23]=[CH:22][CH:21]=[CH:20][CH:19]=1, predict the reactants needed to synthesize it. The reactants are: [NH2:1][C:2]1[N:7]=[CH:6][N:5]=[C:4]2[N:8]([CH:24]3[CH2:29][CH2:28][CH2:27][N:26](C(OC(C)(C)C)=O)[CH2:25]3)[N:9]=[C:10]([C:11]3[CH:16]=[CH:15][C:14]([O:17][C:18]4[CH:23]=[CH:22][CH:21]=[CH:20][CH:19]=4)=[CH:13][CH:12]=3)[C:3]=12. (3) Given the product [CH2:30]([S:1][C:2]1[N:3]([C:12]2[CH:13]=[CH:14][C:15]([O:18][CH2:19][C:20]([F:23])([F:22])[F:21])=[CH:16][CH:17]=2)[C:4](=[O:11])[C:5]2[CH:10]=[CH:9][NH:8][C:6]=2[N:7]=1)[CH3:31], predict the reactants needed to synthesize it. The reactants are: [S:1]=[C:2]1[NH:7][C:6]2[NH:8][CH:9]=[CH:10][C:5]=2[C:4](=[O:11])[N:3]1[C:12]1[CH:17]=[CH:16][C:15]([O:18][CH2:19][C:20]([F:23])([F:22])[F:21])=[CH:14][CH:13]=1.C(=O)([O-])O.[Na+].I[CH2:30][CH3:31].CN(C)C=O. (4) Given the product [CH3:15][O:4][C:3](=[O:5])[C@@H:2]([NH2:1])[CH2:6][CH2:7][CH2:8][CH2:9][OH:10], predict the reactants needed to synthesize it. The reactants are: [NH2:1][C@@H:2]([CH2:6][CH2:7][CH2:8][CH2:9][OH:10])[C:3]([OH:5])=[O:4].O=S(Cl)Cl.[CH3:15]O. (5) Given the product [CH3:1][O:2][C:3]1[CH:9]=[C:7]([OH:8])[C:6]([N+:11]([O-:13])=[O:12])=[C:5]([OH:10])[CH:4]=1, predict the reactants needed to synthesize it. The reactants are: [CH3:1][O:2][C:3]1[CH:4]=[C:5]([OH:10])[CH:6]=[C:7]([CH:9]=1)[OH:8].[N+:11]([O-])([OH:13])=[O:12].